Predict the reaction yield, written as a fraction of the theoretical maximum amount of product (1.0 means a 100% yield; for example, 0.34 means a 34% yield). From a dataset of Reaction yield outcomes from USPTO patents with 853,638 reactions. (1) The reactants are Cl[C:2](OC1C=CC([N+]([O-])=O)=CC=1)=[O:3].CCN(C(C)C)C(C)C.[CH3:23][N:24]1[CH2:29][CH2:28][N:27]([CH3:30])[CH2:26][C@H:25]1[CH2:31][OH:32].[F:33][C:34]1[CH:39]=[C:38]([F:40])[CH:37]=[CH:36][C:35]=1[N:41]1[CH2:46][CH2:45][NH:44][CH2:43][CH2:42]1. The catalyst is C(Cl)Cl. The product is [F:33][C:34]1[CH:39]=[C:38]([F:40])[CH:37]=[CH:36][C:35]=1[N:41]1[CH2:42][CH2:43][N:44]([C:2]([O:32][CH2:31][C@@H:25]2[CH2:26][N:27]([CH3:30])[CH2:28][CH2:29][N:24]2[CH3:23])=[O:3])[CH2:45][CH2:46]1. The yield is 0.394. (2) The reactants are [C:1]([O:9][C:10]1[C:27]([O:28][CH3:29])=[CH:26][C:13]([C:14]([N:16]2[CH2:21][CH2:20][CH2:19][CH2:18][C@@H:17]2[C:22](OC)=[O:23])=[O:15])=[C:12]([N+:30]([O-:32])=[O:31])[CH:11]=1)(=O)[C:2]1[CH:7]=[CH:6][CH:5]=[CH:4][CH:3]=1.CC(C[AlH]CC(C)C)C. The catalyst is C(Cl)Cl.C1C=CC=CC=1.C1(C)C=CC=CC=1. The product is [CH2:1]([O:9][C:10]1[C:27]([O:28][CH3:29])=[CH:26][C:13]([C:14]([N:16]2[CH2:21][CH2:20][CH2:19][CH2:18][C@@H:17]2[CH:22]=[O:23])=[O:15])=[C:12]([N+:30]([O-:32])=[O:31])[CH:11]=1)[C:2]1[CH:3]=[CH:4][CH:5]=[CH:6][CH:7]=1. The yield is 0.900. (3) The reactants are [F:1][C:2]1[CH:7]=[CH:6][C:5]([C:8]2[S:9][C:10]3[N:11]=[CH:12][N:13]=[C:14]([N:17]4[CH2:22][CH2:21][NH:20][CH2:19][CH2:18]4)[C:15]=3[N:16]=2)=[CH:4][CH:3]=1.[Cl:23][C:24]1[CH:34]=[CH:33][C:27]([O:28][CH2:29][C:30](O)=[O:31])=[CH:26][CH:25]=1. No catalyst specified. The product is [F:1][C:2]1[CH:7]=[CH:6][C:5]([C:8]2[S:9][C:10]3[N:11]=[CH:12][N:13]=[C:14]([N:17]4[CH2:22][CH2:21][N:20]([C:30](=[O:31])[CH2:29][O:28][C:27]5[CH:33]=[CH:34][C:24]([Cl:23])=[CH:25][CH:26]=5)[CH2:19][CH2:18]4)[C:15]=3[N:16]=2)=[CH:4][CH:3]=1. The yield is 0.480. (4) The reactants are [CH2:1]([O:8][N:9]1[C:15](=[O:16])[N:14]2[CH2:17][C@H:10]1[CH2:11][CH2:12][C@H:13]2[C:18]([OH:20])=O)[C:2]1[CH:7]=[CH:6][CH:5]=[CH:4][CH:3]=1.[NH2:21][O:22][CH:23]1[CH2:27][N:26]([C:28]([O:30][C:31]([CH3:34])([CH3:33])[CH3:32])=[O:29])[N:25]([C:35]([O:37][C:38]([CH3:41])([CH3:40])[CH3:39])=[O:36])[CH2:24]1.ON1C2C=CC=CC=2N=N1.Cl.C(N=C=NCCCN(C)C)C. The catalyst is C(Cl)Cl. The product is [CH2:1]([O:8][N:9]1[C:15](=[O:16])[N:14]2[CH2:17][C@H:10]1[CH2:11][CH2:12][C@H:13]2[C:18]([NH:21][O:22][CH:23]1[CH2:24][N:25]([C:35]([O:37][C:38]([CH3:39])([CH3:40])[CH3:41])=[O:36])[N:26]([C:28]([O:30][C:31]([CH3:34])([CH3:33])[CH3:32])=[O:29])[CH2:27]1)=[O:20])[C:2]1[CH:3]=[CH:4][CH:5]=[CH:6][CH:7]=1. The yield is 0.850.